From a dataset of Retrosynthesis with 50K atom-mapped reactions and 10 reaction types from USPTO. Predict the reactants needed to synthesize the given product. (1) Given the product O=C(Nc1nc2ccc(O)cc2s1)C1CC1, predict the reactants needed to synthesize it. The reactants are: Nc1nc2ccc(O)cc2s1.O=C(Cl)C1CC1. (2) Given the product ClCCC(c1ccccc1)n1ccc2cncnc21, predict the reactants needed to synthesize it. The reactants are: ClCCC(c1ccccc1)n1ccc2c(Cl)ncnc21.